Regression. Given two drug SMILES strings and cell line genomic features, predict the synergy score measuring deviation from expected non-interaction effect. From a dataset of Merck oncology drug combination screen with 23,052 pairs across 39 cell lines. (1) Drug 1: COC1CC2CCC(C)C(O)(O2)C(=O)C(=O)N2CCCCC2C(=O)OC(C(C)CC2CCC(OP(C)(C)=O)C(OC)C2)CC(=O)C(C)C=C(C)C(O)C(OC)C(=O)C(C)CC(C)C=CC=CC=C1C. Drug 2: Cn1c(=O)n(-c2ccc(C(C)(C)C#N)cc2)c2c3cc(-c4cnc5ccccc5c4)ccc3ncc21. Cell line: A375. Synergy scores: synergy=69.9. (2) Drug 1: CN1C(=O)C=CC2(C)C3CCC4(C)C(NC(=O)OCC(F)(F)F)CCC4C3CCC12. Drug 2: CCc1c2c(nc3ccc(O)cc13)-c1cc3c(c(=O)n1C2)COC(=O)C3(O)CC. Cell line: A375. Synergy scores: synergy=10.5. (3) Drug 1: CC1(c2nc3c(C(N)=O)cccc3[nH]2)CCCN1. Drug 2: CCc1cnn2c(NCc3ccc[n+]([O-])c3)cc(N3CCCCC3CCO)nc12. Cell line: A427. Synergy scores: synergy=4.70. (4) Drug 1: CNC(=O)c1cc(Oc2ccc(NC(=O)Nc3ccc(Cl)c(C(F)(F)F)c3)cc2)ccn1. Drug 2: Cn1cc(-c2cnn3c(N)c(Br)c(C4CCCNC4)nc23)cn1. Cell line: SW620. Synergy scores: synergy=9.47. (5) Drug 1: O=C(CCCCCCC(=O)Nc1ccccc1)NO. Drug 2: CCc1cnn2c(NCc3ccc[n+]([O-])c3)cc(N3CCCCC3CCO)nc12. Cell line: HT144. Synergy scores: synergy=-21.2.